From a dataset of CYP2C9 inhibition data for predicting drug metabolism from PubChem BioAssay. Regression/Classification. Given a drug SMILES string, predict its absorption, distribution, metabolism, or excretion properties. Task type varies by dataset: regression for continuous measurements (e.g., permeability, clearance, half-life) or binary classification for categorical outcomes (e.g., BBB penetration, CYP inhibition). Dataset: cyp2c9_veith. (1) The drug is Cc1ccc(C)c(OCCCC(C)(C)C(=O)O)c1. The result is 1 (inhibitor). (2) The drug is Cc1ccc(OCC(=O)NNC(=O)c2cccnc2)cc1. The result is 0 (non-inhibitor).